This data is from Full USPTO retrosynthesis dataset with 1.9M reactions from patents (1976-2016). The task is: Predict the reactants needed to synthesize the given product. Given the product [CH2:45]([C:47]1[CH:62]=[C:61]([C:63]2[N:66]=[C:37]([C:36]3[CH:40]=[CH:41][C:42]([CH2:43][CH3:44])=[C:34]([CH:32]=[O:33])[CH:35]=3)[O:39][N:64]=2)[CH:60]=[C:59]([CH3:67])[C:48]=1[O:49][CH2:50][C@@H:51]([OH:58])[CH2:52][NH:53][C:54](=[O:57])[CH2:55][OH:56])[CH3:46], predict the reactants needed to synthesize it. The reactants are: C(C1C=C(C2ON=C(C3C=C(C)C(OCC(O)CNC(=O)CO)=C(C)C=3)N=2)C=CC=1)=O.[CH:32]([C:34]1[CH:35]=[C:36]([CH:40]=[CH:41][C:42]=1[CH2:43][CH3:44])[C:37]([OH:39])=O)=[O:33].[CH2:45]([C:47]1[CH:62]=[C:61]([C:63](=[NH:66])[NH:64]O)[CH:60]=[C:59]([CH3:67])[C:48]=1[O:49][CH2:50][C@@H:51]([OH:58])[CH2:52][NH:53][C:54](=[O:57])[CH2:55][OH:56])[CH3:46].